Dataset: Reaction yield outcomes from USPTO patents with 853,638 reactions. Task: Predict the reaction yield, written as a fraction of the theoretical maximum amount of product (1.0 means a 100% yield; for example, 0.34 means a 34% yield). (1) The reactants are C([O:8][C:9]1[CH:18]=[C:17]2[C:12]([CH:13]=[CH:14][C:15]([C:19]([OH:21])=[O:20])=[CH:16]2)=[CH:11][CH:10]=1)C1C=CC=CC=1. The catalyst is [Pd].C(O)C. The product is [OH:8][C:9]1[CH:18]=[C:17]2[C:12]([CH:13]=[CH:14][C:15]([C:19]([OH:21])=[O:20])=[CH:16]2)=[CH:11][CH:10]=1. The yield is 0.620. (2) The reactants are [Br:1]Br.[CH3:3][C:4]1[CH:9]=[C:8]([N+:10]([O-:12])=[O:11])[CH:7]=[CH:6][C:5]=1[OH:13]. The catalyst is CC(O)=O. The product is [Br:1][C:6]1[CH:7]=[C:8]([N+:10]([O-:12])=[O:11])[CH:9]=[C:4]([CH3:3])[C:5]=1[OH:13]. The yield is 0.800.